This data is from Full USPTO retrosynthesis dataset with 1.9M reactions from patents (1976-2016). The task is: Predict the reactants needed to synthesize the given product. (1) Given the product [Cl:1][C:2]1[CH:3]=[CH:4][C:5]2[O:23][CH2:22][CH:10]3[CH2:11][N:12]([C:15]([O:17][C:18]([CH3:21])([CH3:20])[CH3:19])=[O:16])[CH2:13][CH2:14][N:9]3[C:7](=[O:8])[C:6]=2[CH:24]=1, predict the reactants needed to synthesize it. The reactants are: [Cl:1][C:2]1[CH:3]=[CH:4][C:5](F)=[C:6]([CH:24]=1)[C:7]([N:9]1[CH2:14][CH2:13][N:12]([C:15]([O:17][C:18]([CH3:21])([CH3:20])[CH3:19])=[O:16])[CH2:11][CH:10]1[CH2:22][OH:23])=[O:8].[H-].[Na+]. (2) Given the product [CH:1]1([C:6]2([CH2:14][CH2:15][C:16]3[CH:21]=[CH:20][C:19]([C:22]([CH3:25])([CH3:26])[C:23]#[N:24])=[C:18]([F:27])[CH:17]=3)[CH2:11][C:10]([OH:12])=[C:9]([CH2:36][C:35]3[N:31]([CH3:30])[N:32]=[C:33]([C:38]4[CH:43]=[CH:42][CH:41]=[C:40]([CH3:44])[N:39]=4)[N:34]=3)[C:8](=[O:13])[O:7]2)[CH2:5][CH2:4][CH2:3][CH2:2]1, predict the reactants needed to synthesize it. The reactants are: [CH:1]1([C:6]2([CH2:14][CH2:15][C:16]3[CH:21]=[CH:20][C:19]([C:22]([CH3:26])([CH3:25])[C:23]#[N:24])=[C:18]([F:27])[CH:17]=3)[CH2:11][C:10](=[O:12])[CH2:9][C:8](=[O:13])[O:7]2)[CH2:5][CH2:4][CH2:3][CH2:2]1.O.Cl.[CH3:30][N:31]1[C:35]([CH:36]=O)=[N:34][C:33]([C:38]2[CH:43]=[CH:42][CH:41]=[C:40]([CH3:44])[N:39]=2)=[N:32]1.C(N(CC)CC)C.Cl.